The task is: Predict the reactants needed to synthesize the given product.. This data is from Full USPTO retrosynthesis dataset with 1.9M reactions from patents (1976-2016). (1) Given the product [CH3:13][O:12][C:8]1[CH:7]=[C:6]2[C:11](=[CH:10][CH:9]=1)[C:2]([CH3:24])=[C:3]([C:14]1[CH:23]=[CH:22][C:17]([C:18]([O:20][CH3:21])=[O:19])=[CH:16][CH:15]=1)[CH:4]=[CH:5]2, predict the reactants needed to synthesize it. The reactants are: Br[C:2]1[C:11]2[C:6](=[CH:7][C:8]([O:12][CH3:13])=[CH:9][CH:10]=2)[CH:5]=[CH:4][C:3]=1[C:14]1[CH:23]=[CH:22][C:17]([C:18]([O:20][CH3:21])=[O:19])=[CH:16][CH:15]=1.[CH3:24][Zn]Cl. (2) Given the product [C:1]([O:5][C:6]([N:8]1[CH2:13][CH2:12][N:11]([C:14]2[N:19]=[CH:18][C:17]([C:20]3[N:24]4[N:25]=[CH:26][CH:27]=[C:28]([N:29]5[CH2:34][CH2:33][O:32][CH2:31][CH2:30]5)[C:23]4=[N:22][C:21]=3[C:35]([OH:37])=[O:36])=[CH:16][CH:15]=2)[CH2:10][CH2:9]1)=[O:7])([CH3:4])([CH3:2])[CH3:3], predict the reactants needed to synthesize it. The reactants are: [C:1]([O:5][C:6]([N:8]1[CH2:13][CH2:12][N:11]([C:14]2[N:19]=[CH:18][C:17]([C:20]3[N:24]4[N:25]=[CH:26][CH:27]=[C:28]([N:29]5[CH2:34][CH2:33][O:32][CH2:31][CH2:30]5)[C:23]4=[N:22][C:21]=3[C:35]([O:37]CC)=[O:36])=[CH:16][CH:15]=2)[CH2:10][CH2:9]1)=[O:7])([CH3:4])([CH3:3])[CH3:2].C1COCC1.[OH-].[Na+].